Dataset: Reaction yield outcomes from USPTO patents with 853,638 reactions. Task: Predict the reaction yield, written as a fraction of the theoretical maximum amount of product (1.0 means a 100% yield; for example, 0.34 means a 34% yield). (1) The yield is 0.957. The product is [CH3:1][O:2][C:3]([C:5]1[CH:6]=[C:7]2[C:11](=[CH:12][CH:13]=1)[NH:10][N:9]=[C:8]2[CH2:14][N:20]1[CH2:25][CH2:24][O:23][CH2:22][CH2:21]1)=[O:4]. The catalyst is C(Cl)Cl. The reactants are [CH3:1][O:2][C:3]([C:5]1[CH:6]=[C:7]2[C:11](=[CH:12][CH:13]=1)[NH:10][N:9]=[C:8]2[CH:14]=O)=[O:4].CC(O)=O.[NH:20]1[CH2:25][CH2:24][O:23][CH2:22][CH2:21]1. (2) The reactants are C(ONC([N:9]1[CH2:14][CH2:13][N:12]([C:15]2[S:16][C:17]([CH3:26])=[C:18]([C:20]3[CH:25]=[CH:24][CH:23]=[CH:22][CH:21]=3)[N:19]=2)[CH2:11][CH2:10]1)=O)(C)(C)C.Cl. The catalyst is C(OCC)(=O)C. The product is [CH3:26][C:17]1[S:16][C:15]([N:12]2[CH2:13][CH2:14][NH:9][CH2:10][CH2:11]2)=[N:19][C:18]=1[C:20]1[CH:21]=[CH:22][CH:23]=[CH:24][CH:25]=1. The yield is 0.856. (3) The reactants are [C:1]([N:8]1[CH2:15][C@@H:14]([N:16]([C:25](=[O:27])[CH3:26])[CH:17]2[CH2:22][CH2:21][C:20]([CH3:24])([CH3:23])[CH2:19][CH2:18]2)[CH2:13][C@H:9]1[C:10](O)=[O:11])([O:3][C:4]([CH3:7])([CH3:6])[CH3:5])=[O:2].CCN(C(C)C)C(C)C.[CH3:37][N:38]1[CH2:43][CH2:42][NH:41][CH2:40][CH2:39]1.CN(C(ON1N=NC2C=CC=CC1=2)=[N+](C)C)C.F[P-](F)(F)(F)(F)F. The catalyst is CN(C=O)C. The product is [C:1]([N:8]1[CH2:15][C@@H:14]([N:16]([C:25](=[O:27])[CH3:26])[CH:17]2[CH2:22][CH2:21][C:20]([CH3:23])([CH3:24])[CH2:19][CH2:18]2)[CH2:13][C@H:9]1[C:10]([N:41]1[CH2:42][CH2:43][N:38]([CH3:37])[CH2:39][CH2:40]1)=[O:11])([O:3][C:4]([CH3:5])([CH3:6])[CH3:7])=[O:2]. The yield is 0.950. (4) The reactants are [CH3:1][O:2][C:3](=[O:6])[CH2:4][NH2:5].[CH3:7][S:8][C:9]1[CH:16]=[CH:15][CH:14]=[CH:13][C:10]=1[CH:11]=O. No catalyst specified. The product is [CH3:7][S:8][C:9]1[CH:16]=[CH:15][CH:14]=[CH:13][C:10]=1[CH2:11][NH:5][CH2:4][C:3]([O:2][CH3:1])=[O:6]. The yield is 0.500.